From a dataset of Catalyst prediction with 721,799 reactions and 888 catalyst types from USPTO. Predict which catalyst facilitates the given reaction. Reactant: [N:1]1([C:6]([C@@H:8]([NH:11]C(=O)OCC2C=CC=CC=2)[CH2:9][CH3:10])=[O:7])[CH2:5][CH2:4][CH2:3][CH2:2]1.CO. Product: [N:1]1([C:6]([C@@H:8]([NH2:11])[CH2:9][CH3:10])=[O:7])[CH2:5][CH2:4][CH2:3][CH2:2]1. The catalyst class is: 723.